This data is from Forward reaction prediction with 1.9M reactions from USPTO patents (1976-2016). The task is: Predict the product of the given reaction. (1) The product is: [NH2:1][C:3]1[C:4]2[N:12]=[C:11]([C:13]3[CH:18]=[CH:17][C:16]([F:19])=[CH:15][CH:14]=3)[CH:10]=[CH:9][C:5]=2[N:6]=[CH:7][N:8]=1. Given the reactants [NH3:1].Cl[C:3]1[C:4]2[N:12]=[C:11]([C:13]3[CH:18]=[CH:17][C:16]([F:19])=[CH:15][CH:14]=3)[CH:10]=[CH:9][C:5]=2[N:6]=[CH:7][N:8]=1, predict the reaction product. (2) Given the reactants [C:1]([C:4]1[CH:5]=[CH:6][C:7]([CH:23]2[CH2:28][CH2:27][CH2:26][N:25](C(OC(C)(C)C)=O)[CH2:24]2)=[N:8][C:9]=1[C:10]1[CH:15]=[CH:14][C:13]([O:16][C:17]2[CH:22]=[CH:21][CH:20]=[CH:19][CH:18]=2)=[CH:12][CH:11]=1)(=[O:3])[NH2:2].C(O)(C(F)(F)F)=O, predict the reaction product. The product is: [O:16]([C:13]1[CH:12]=[CH:11][C:10]([C:9]2[N:8]=[C:7]([CH:23]3[CH2:28][CH2:27][CH2:26][NH:25][CH2:24]3)[CH:6]=[CH:5][C:4]=2[C:1]([NH2:2])=[O:3])=[CH:15][CH:14]=1)[C:17]1[CH:22]=[CH:21][CH:20]=[CH:19][CH:18]=1. (3) Given the reactants [F:1][C:2]1[CH:3]=[C:4]2[C:8](=[CH:9][CH:10]=1)[N:7]([CH:11]([C:26]1[CH:31]=[CH:30][CH:29]=[CH:28][CH:27]=1)[CH:12]([OH:25])[CH2:13]OS(C1C=CC(C)=CC=1)(=O)=O)[CH:6]=[C:5]2[CH3:32].[CH3:33][NH2:34], predict the reaction product. The product is: [F:1][C:2]1[CH:3]=[C:4]2[C:8](=[CH:9][CH:10]=1)[N:7]([C@@H:11]([C:26]1[CH:31]=[CH:30][CH:29]=[CH:28][CH:27]=1)[C@H:12]([OH:25])[CH2:13][NH:34][CH3:33])[CH:6]=[C:5]2[CH3:32]. (4) Given the reactants CC1C=CC(S(O)(=O)=O)=CC=1.[Br:12][C:13]1[CH:14]=[N:15][CH:16]=[CH:17][C:18]=1[C:19]1(O)[CH2:23][CH2:22][CH2:21][CH2:20]1.C(OCC)(=O)C, predict the reaction product. The product is: [Br:12][C:13]1[CH:14]=[N:15][CH:16]=[CH:17][C:18]=1[C:19]1[CH2:23][CH2:22][CH2:21][CH:20]=1. (5) Given the reactants [Cl:1][C:2]1[CH:3]=[C:4]([N+:13]([O-])=O)[C:5]([CH3:12])=[C:6]([CH:11]=1)[C:7]([O:9][CH3:10])=[O:8].[Cl-].[NH4+], predict the reaction product. The product is: [NH2:13][C:4]1[C:5]([CH3:12])=[C:6]([CH:11]=[C:2]([Cl:1])[CH:3]=1)[C:7]([O:9][CH3:10])=[O:8].